Dataset: Full USPTO retrosynthesis dataset with 1.9M reactions from patents (1976-2016). Task: Predict the reactants needed to synthesize the given product. (1) Given the product [ClH:27].[NH2:20][C@@:9]([C:3]1[CH:4]=[CH:5][C:6]([F:8])=[CH:7][C:2]=1[F:1])([CH3:10])[CH2:11][C@H:12]([C:13]1[CH:14]=[N:15][CH:16]=[N:17][CH:18]=1)[OH:19], predict the reactants needed to synthesize it. The reactants are: [F:1][C:2]1[CH:7]=[C:6]([F:8])[CH:5]=[CH:4][C:3]=1[C@@:9]([NH:20][S@@](C(C)(C)C)=O)([CH2:11][C@@H:12]([OH:19])[C:13]1[CH:14]=[N:15][CH:16]=[N:17][CH:18]=1)[CH3:10].[ClH:27]. (2) Given the product [C:23]1([C:2]2[N:7]=[C:6]([CH2:8][N:9]3[CH:15]4[CH2:16][CH2:17][N:12]([CH2:13][CH2:14]4)[CH2:11][CH2:10]3)[CH:5]=[CH:4][CH:3]=2)[CH:28]=[CH:27][CH:26]=[CH:25][CH:24]=1, predict the reactants needed to synthesize it. The reactants are: Br[C:2]1[N:7]=[C:6]([CH2:8][N:9]2[CH:15]3[CH2:16][CH2:17][N:12]([CH2:13][CH2:14]3)[CH2:11][CH2:10]2)[CH:5]=[CH:4][CH:3]=1.C1COCC1.[C:23]1(B(O)O)[CH:28]=[CH:27][CH:26]=[CH:25][CH:24]=1.C(=O)([O-])[O-].[K+].[K+]. (3) Given the product [Ga+3:4].[CH3:11][O:12][CH2:13][CH2:14][O:15][CH2:16][C:17]([O-:19])=[O:18], predict the reactants needed to synthesize it. The reactants are: [O-]CC.[Ga+3:4].[O-]CC.[O-]CC.[CH3:11][O:12][CH2:13][CH2:14][O:15][CH2:16][C:17]([O:19]C(=O)COCCOC)=[O:18].COCCOCC(O)=O.C(OC(=O)C)(=O)C.[Ga].